This data is from Catalyst prediction with 721,799 reactions and 888 catalyst types from USPTO. The task is: Predict which catalyst facilitates the given reaction. (1) Reactant: O[N:2]=[C:3]([C:5]1[CH:14]=[CH:13][C:8]([C:9]([O:11][CH3:12])=[O:10])=[CH:7][C:6]=1[O:15][CH3:16])[CH3:4].[ClH:17]. Product: [ClH:17].[NH2:2][CH:3]([C:5]1[CH:14]=[CH:13][C:8]([C:9]([O:11][CH3:12])=[O:10])=[CH:7][C:6]=1[O:15][CH3:16])[CH3:4]. The catalyst class is: 19. (2) Reactant: [NH:1]1[C:9]2[CH:8]=[CH:7][CH:6]=[C:5]3[CH2:10][CH2:11][N:12]([C:14]([O:16][C:17]([CH3:20])([CH3:19])[CH3:18])=[O:15])[CH2:13][CH:3]([C:4]=23)[CH2:2]1.[C:21](Cl)(=[O:23])[CH3:22].CC(N(C)C)=O. Product: [C:21]([N:1]1[C:9]2[CH:8]=[CH:7][CH:6]=[C:5]3[CH2:10][CH2:11][N:12]([C:14]([O:16][C:17]([CH3:20])([CH3:19])[CH3:18])=[O:15])[CH2:13][CH:3]([C:4]=23)[CH2:2]1)(=[O:23])[CH3:22]. The catalyst class is: 6. (3) Reactant: [CH2:1]([O:3][C:4]([C:6]1[C:7]([C:11]([F:14])([F:13])[F:12])=[N:8][NH:9][CH:10]=1)=[O:5])[CH3:2].[OH-].[K+].[CH2:17](I)[CH3:18].C(OC(C1C(C(F)(F)F)=NN(CC)C=1)=O)C. Product: [CH2:1]([O:3][C:4]([C:6]1[CH:10]=[N:9][N:8]([CH2:17][CH3:18])[C:7]=1[C:11]([F:13])([F:14])[F:12])=[O:5])[CH3:2]. The catalyst class is: 412. (4) Reactant: [Cl:1][C:2]1[CH:26]=[CH:25][CH:24]=[CH:23][C:3]=1[C:4]([C:6]1[C:13](=[O:14])[N:9]2[CH2:10][CH2:11][CH2:12][N:8]2[C:7]=1[C:15]1[CH:20]=[CH:19][N:18]=[C:17](SC)[N:16]=1)=[O:5].O[O:28][S:29]([O-:31])=O.[K+].S([O-])(O[O-])(=O)=O.[K+].[K+].[C:41]([O-])(O)=O.[Na+]. Product: [Cl:1][C:2]1[CH:26]=[CH:25][CH:24]=[CH:23][C:3]=1[C:4]([C:6]1[C:13](=[O:14])[N:9]2[CH2:10][CH2:11][CH2:12][N:8]2[C:7]=1[C:15]1[CH:20]=[CH:19][N:18]=[C:17]([S:29]([CH3:41])(=[O:31])=[O:28])[N:16]=1)=[O:5]. The catalyst class is: 87. (5) Reactant: [CH2:1]([Mg]Br)[CH:2]=[CH2:3].[Br:6][C:7]1[CH:12]=[CH:11][C:10]([NH:13][C:14]2[C:22]([CH:23]=[O:24])=[C:21]3[N:17]([CH2:18][CH2:19][CH2:20]3)[C:16](=[O:25])[C:15]=2[F:26])=[C:9]([F:27])[CH:8]=1. Product: [Br:6][C:7]1[CH:12]=[CH:11][C:10]([NH:13][C:14]2[C:22]([CH:23]([OH:24])[CH2:3][CH:2]=[CH2:1])=[C:21]3[N:17]([CH2:18][CH2:19][CH2:20]3)[C:16](=[O:25])[C:15]=2[F:26])=[C:9]([F:27])[CH:8]=1. The catalyst class is: 1. (6) Reactant: [C:1]([O:5][C:6]([NH:8][C:9]([N:18]1[CH2:27][CH2:26][C:25]2[C:20](=[CH:21][C:22]([O:28][CH2:29][CH:30]3[CH2:35][CH2:34][NH:33][CH2:32][CH2:31]3)=[CH:23][CH:24]=2)[CH2:19]1)=[N:10][C:11]([O:13][C:14]([CH3:17])([CH3:16])[CH3:15])=[O:12])=[O:7])([CH3:4])([CH3:3])[CH3:2].[C:36](OC(=O)C)(=[O:38])[CH3:37].N1C=CC=CC=1. Product: [C:14]([O:13][C:11]([NH:10][C:9]([N:18]1[CH2:27][CH2:26][C:25]2[C:20](=[CH:21][C:22]([O:28][CH2:29][CH:30]3[CH2:35][CH2:34][N:33]([C:36](=[O:38])[CH3:37])[CH2:32][CH2:31]3)=[CH:23][CH:24]=2)[CH2:19]1)=[N:8][C:6]([O:5][C:1]([CH3:2])([CH3:3])[CH3:4])=[O:7])=[O:12])([CH3:17])([CH3:16])[CH3:15]. The catalyst class is: 7. (7) The catalyst class is: 6. Product: [Br:1][C:2]1[CH:3]=[C:4]([O:10][C:11]2[CH:16]=[CH:15][C:14]([F:17])=[CH:13][CH:12]=2)[C:5]([C:8]([NH2:9])=[O:19])=[N:6][CH:7]=1. Reactant: [Br:1][C:2]1[CH:3]=[C:4]([O:10][C:11]2[CH:16]=[CH:15][C:14]([F:17])=[CH:13][CH:12]=2)[C:5]([C:8]#[N:9])=[N:6][CH:7]=1.S(=O)(=O)(O)[OH:19].[OH-].[Na+]. (8) Reactant: C(O)(=O)C.N1C=CC=CC=1[N:11]([C@@H:21]([CH2:29][S:30][S:31][CH2:32][C@@H:33]([C:44](=[O:50])[NH:45][CH2:46][C:47](=[O:49])[OH:48])[NH:34][C:35](=[O:43])[CH2:36][CH2:37][C@@H:38]([C:40](=[O:42])[OH:41])[NH2:39])[C:22](=[O:28])[NH:23][CH2:24][C:25](=[O:27])[OH:26])[C:12]([CH2:14][CH2:15][C@@H:16]([C:18](=[O:20])[OH:19])[NH2:17])=[O:13]. Product: [O:13]=[C:12]([CH2:14][CH2:15][C@@H:16]([C:18](=[O:19])[OH:20])[NH2:17])[NH:11][C@@H:21]([CH2:29][S:30][S:31][CH2:32][C@@H:33]([C:44](=[O:50])[NH:45][CH2:46][C:47](=[O:48])[OH:49])[NH:34][C:35](=[O:43])[CH2:36][CH2:37][C@@H:38]([C:40](=[O:41])[OH:42])[NH2:39])[C:22](=[O:28])[NH:23][CH2:24][C:25](=[O:26])[OH:27]. The catalyst class is: 61. (9) Reactant: Cl.Cl.[O:3]1[C:7]2[CH:8]=[CH:9][CH:10]=[C:11]([CH:12]3[CH2:17][CH2:16][N:15]([CH2:18][CH2:19][C@H:20]4[CH2:25][CH2:24][C@H:23]([NH2:26])[CH2:22][CH2:21]4)[CH2:14][CH2:13]3)[C:6]=2[CH2:5][CH2:4]1.C(N(CC)CC)C.[CH3:34][S:35](Cl)(=[O:37])=[O:36]. Product: [O:3]1[C:7]2[CH:8]=[CH:9][CH:10]=[C:11]([CH:12]3[CH2:17][CH2:16][N:15]([CH2:18][CH2:19][C@H:20]4[CH2:21][CH2:22][C@H:23]([NH:26][S:35]([CH3:34])(=[O:37])=[O:36])[CH2:24][CH2:25]4)[CH2:14][CH2:13]3)[C:6]=2[CH2:5][CH2:4]1. The catalyst class is: 4.